From a dataset of Reaction yield outcomes from USPTO patents with 853,638 reactions. Predict the reaction yield, written as a fraction of the theoretical maximum amount of product (1.0 means a 100% yield; for example, 0.34 means a 34% yield). (1) The reactants are [CH2:1]([OH:8])[C:2]1[CH:7]=[CH:6][CH:5]=[CH:4][CH:3]=1.Cl[S:10]([N:13]=[C:14]=[O:15])(=[O:12])=[O:11].[CH2:16]([NH2:21])[CH2:17][CH2:18][CH2:19][CH3:20].Cl. The catalyst is ClCCl.C(OCC)(=O)C.N1C=CC=CC=1. The product is [CH2:16]([NH:21][S:10]([NH:13][C:14](=[O:15])[O:8][CH2:1][C:2]1[CH:7]=[CH:6][CH:5]=[CH:4][CH:3]=1)(=[O:12])=[O:11])[CH2:17][CH2:18][CH2:19][CH3:20]. The yield is 0.960. (2) The reactants are C(N(CC)C(C)C)(C)C.[CH3:10][C:11]1[CH:20]=[CH:19][C:18]2[C:13](=[CH:14][CH:15]=[CH:16][C:17]=2[N:21]2[CH2:26][CH2:25][N:24]([CH2:27][CH2:28][C:29]3[CH:30]=[C:31]([CH:33]=[CH:34][CH:35]=3)[NH2:32])[CH2:23][CH2:22]2)[N:12]=1.CS([O:40][CH2:41][CH2:42][C:43]1C=CC=C(N2CCCC2=O)[CH:44]=1)(=O)=O. The catalyst is CN(C)C=O.C(OCC)(=O)C. The product is [CH3:10][C:11]1[CH:20]=[CH:19][C:18]2[C:13](=[CH:14][CH:15]=[CH:16][C:17]=2[N:21]2[CH2:22][CH2:23][N:24]([CH2:27][CH2:28][C:29]3[CH:30]=[C:31]([N:32]4[CH2:44][CH2:43][CH2:42][C:41]4=[O:40])[CH:33]=[CH:34][CH:35]=3)[CH2:25][CH2:26]2)[N:12]=1. The yield is 0.770. (3) The reactants are [CH:1]1([C:7]2[O:11][N:10]=[C:9]([C:12]3(O)[O:16][N:15]=[C:14]4[C:17]5[C:22]([CH2:23][CH2:24][CH:13]34)=[CH:21][C:20]([CH:25]=[CH2:26])=[CH:19][CH:18]=5)[C:8]=2[C:28]([F:31])([F:30])[F:29])[CH2:6][CH2:5][CH2:4][CH2:3][CH2:2]1.S(Cl)(Cl)=O. The catalyst is C1(C)C=CC=CC=1.N1C=CC=CC=1.Cl. The product is [CH:1]1([C:7]2[O:11][N:10]=[C:9]([C:12]3[O:16][N:15]=[C:14]4[C:17]5[C:22]([CH2:23][CH2:24][C:13]=34)=[CH:21][C:20]([CH:25]=[CH2:26])=[CH:19][CH:18]=5)[C:8]=2[C:28]([F:29])([F:30])[F:31])[CH2:2][CH2:3][CH2:4][CH2:5][CH2:6]1. The yield is 0.160. (4) The reactants are [C:1]([N:8]1[CH2:13][CH2:12][C:11](=[O:14])[CH:10]([C:15]2[CH:20]=[CH:19][CH:18]=[CH:17][CH:16]=2)[CH2:9]1)([O:3][C:4]([CH3:7])([CH3:6])[CH3:5])=[O:2].C(O[CH:26](N(C)C)[N:27]([CH3:29])[CH3:28])(C)(C)C. No catalyst specified. The product is [C:4]([O:3][C:1]([N:8]1[CH2:9][CH:10]([C:15]2[CH:20]=[CH:19][CH:18]=[CH:17][CH:16]=2)[C:11](=[O:14])/[C:12](=[CH:26]\[N:27]([CH3:29])[CH3:28])/[CH2:13]1)=[O:2])([CH3:7])([CH3:6])[CH3:5]. The yield is 1.88. (5) The reactants are [F:1][C:2]1[CH:7]=[CH:6][CH:5]=[CH:4][C:3]=1[C:8]1[CH:12]=[C:11]([NH2:13])[N:10]([CH3:14])[N:9]=1.[C:15]([O:18][C:19](Cl)=[O:20])([CH3:17])=[CH2:16]. The catalyst is C(OCC)(=O)C.C([O-])(O)=O.[Na+]. The product is [F:1][C:2]1[CH:7]=[CH:6][CH:5]=[CH:4][C:3]=1[C:8]1[CH:12]=[C:11]([NH:13][C:19](=[O:20])[O:18][C:15]([CH3:17])=[CH2:16])[N:10]([CH3:14])[N:9]=1. The yield is 0.820.